From a dataset of Full USPTO retrosynthesis dataset with 1.9M reactions from patents (1976-2016). Predict the reactants needed to synthesize the given product. Given the product [CH3:14][O:15][C:16]1[CH:23]=[CH:22][C:19]([CH2:20][O:1][C:2]2[C:10]([O:11][CH2:4][C:3]3[CH:7]=[CH:8][C:9]([O:30][CH3:29])=[CH:10][CH:2]=3)=[CH:9][CH:8]=[CH:7][C:3]=2[C:4]([OH:6])=[O:5])=[CH:18][CH:17]=1, predict the reactants needed to synthesize it. The reactants are: [OH:1][C:2]1[C:10]([OH:11])=[CH:9][CH:8]=[CH:7][C:3]=1[C:4]([OH:6])=[O:5].[H-].[Na+].[CH3:14][O:15][C:16]1[CH:23]=[CH:22][C:19]([CH2:20]Br)=[CH:18][CH:17]=1.[OH-].[Na+].CN([CH:29]=[O:30])C.